This data is from Full USPTO retrosynthesis dataset with 1.9M reactions from patents (1976-2016). The task is: Predict the reactants needed to synthesize the given product. (1) The reactants are: [Br:1][C:2]1[C:10]2[N:9]=[C:8]([C:11]3[CH:16]=[CH:15][C:14]([CH:17]([CH3:19])[CH3:18])=[CH:13][CH:12]=3)[N:7]([CH2:20][CH2:21][O:22][CH3:23])[C:6]=2[C:5]([O:24][CH3:25])=[CH:4][C:3]=1[CH2:26]OS(C)(=O)=O.[NH2:32][C:33]1[CH:38]=[CH:37][CH:36]=[CH:35][CH:34]=1. Given the product [Br:1][C:2]1[C:10]2[N:9]=[C:8]([C:11]3[CH:12]=[CH:13][C:14]([CH:17]([CH3:18])[CH3:19])=[CH:15][CH:16]=3)[N:7]([CH2:20][CH2:21][O:22][CH3:23])[C:6]=2[C:5]([O:24][CH3:25])=[CH:4][C:3]=1[CH2:26][NH:32][C:33]1[CH:38]=[CH:37][CH:36]=[CH:35][CH:34]=1, predict the reactants needed to synthesize it. (2) Given the product [Br:1][C:2]1[CH:14]=[CH:13][C:5]([O:6][CH:7]2[CH2:12][CH2:11][N:10]([CH:19]3[CH2:20][O:17][CH2:18]3)[CH2:9][CH2:8]2)=[C:4]([O:15][CH3:16])[CH:3]=1, predict the reactants needed to synthesize it. The reactants are: [Br:1][C:2]1[CH:14]=[CH:13][C:5]([O:6][CH:7]2[CH2:12][CH2:11][NH:10][CH2:9][CH2:8]2)=[C:4]([O:15][CH3:16])[CH:3]=1.[O:17]1[CH2:20][C:19](=O)[CH2:18]1.[BH-](OC(C)=O)(OC(C)=O)OC(C)=O.[Na+]. (3) Given the product [CH3:22][C:16]1[CH:17]=[CH:18][CH:19]=[C:20]([CH3:21])[C:15]=1[CH2:14][NH:13][C:4]1[C:5]2[N:6]([C:8]([CH3:12])=[C:9]([CH3:11])[N:10]=2)[CH:7]=[C:2]([N:23]2[CH:27]=[C:26]([C:28]([O:30][CH2:31][CH3:32])=[O:29])[CH:25]=[N:24]2)[CH:3]=1, predict the reactants needed to synthesize it. The reactants are: Br[C:2]1[CH:3]=[C:4]([NH:13][CH2:14][C:15]2[C:20]([CH3:21])=[CH:19][CH:18]=[CH:17][C:16]=2[CH3:22])[C:5]2[N:6]([C:8]([CH3:12])=[C:9]([CH3:11])[N:10]=2)[CH:7]=1.[NH:23]1[CH:27]=[C:26]([C:28]([O:30][CH2:31][CH3:32])=[O:29])[CH:25]=[N:24]1.N[C@@H]1CCCC[C@H]1N.P([O-])([O-])([O-])=O.[K+].[K+].[K+].